From a dataset of Reaction yield outcomes from USPTO patents with 853,638 reactions. Predict the reaction yield, written as a fraction of the theoretical maximum amount of product (1.0 means a 100% yield; for example, 0.34 means a 34% yield). (1) The reactants are [C:1]([O:5][C:6]([NH:8][C@@H:9]([CH2:18][CH:19]=[CH2:20])[C:10]([O:12][CH:13]1[CH2:17][CH2:16][CH2:15][CH2:14]1)=[O:11])=[O:7])([CH3:4])([CH3:3])[CH3:2].[Br:21][C:22]1[CH:27]=[CH:26][C:25](I)=[CH:24][CH:23]=1.C([O-])(O)=O.[Na+].N#N. The catalyst is CCCC[N+](CCCC)(CCCC)CCCC.[I-].C(#N)C.C([O-])(=O)C.[Pd+2].C([O-])(=O)C. The product is [Br:21][C:22]1[CH:27]=[CH:26][C:25](/[CH:20]=[CH:19]/[CH2:18][C@H:9]([NH:8][C:6]([O:5][C:1]([CH3:4])([CH3:3])[CH3:2])=[O:7])[C:10]([O:12][CH:13]2[CH2:14][CH2:15][CH2:16][CH2:17]2)=[O:11])=[CH:24][CH:23]=1. The yield is 0.525. (2) The reactants are [B:10]1([B:10]2[O:14][C:13]([CH3:16])([CH3:15])[C:12]([CH3:18])([CH3:17])[O:11]2)[O:14][C:13]([CH3:16])([CH3:15])[C:12]([CH3:18])([CH3:17])[O:11]1.Br[C:20]1[CH:25]=[C:24]([F:26])[CH:23]=[CH:22][C:21]=1[Cl:27].C([O-])(=O)C.[K+]. The catalyst is C1C=CC(P(C2C=CC=CC=2)[C-]2C=CC=C2)=CC=1.C1C=CC(P(C2C=CC=CC=2)[C-]2C=CC=C2)=CC=1.Cl[Pd]Cl.[Fe+2]. The product is [Cl:27][C:21]1[CH:22]=[CH:23][C:24]([F:26])=[CH:25][C:20]=1[B:10]1[O:11][C:12]([CH3:17])([CH3:18])[C:13]([CH3:15])([CH3:16])[O:14]1. The yield is 0.630. (3) The reactants are [Sn](Cl)(Cl)(Cl)Cl.[C:6](Cl)(=[O:10])/[CH:7]=[CH:8]/[CH3:9].[CH2:12]([C:16]1[CH2:21][CH2:20][CH2:19][CH2:18][CH:17]=1)[CH:13]([CH3:15])[CH3:14]. The catalyst is ClCCl. The product is [CH2:12]([C:16]1[CH:21]([C:6](=[O:10])/[CH:7]=[CH:8]/[CH3:9])[CH2:20][CH2:19][CH2:18][CH:17]=1)[CH:13]([CH3:15])[CH3:14]. The yield is 0.300. (4) The reactants are BrCCBr.C=C.C[Si](Cl)(C)C.Br[C:13]1[S:14][CH:15]=[CH:16][N:17]=1.[CH3:18][O:19][C:20]([C:22]1[CH:23]=[C:24]([C:29]2[CH:34]=[CH:33][C:32]([CH3:35])=[CH:31][CH:30]=2)[CH:25]=[C:26](I)[CH:27]=1)=[O:21]. The catalyst is C1COCC1.[Zn].C1C=CC([P]([Pd]([P](C2C=CC=CC=2)(C2C=CC=CC=2)C2C=CC=CC=2)([P](C2C=CC=CC=2)(C2C=CC=CC=2)C2C=CC=CC=2)[P](C2C=CC=CC=2)(C2C=CC=CC=2)C2C=CC=CC=2)(C2C=CC=CC=2)C2C=CC=CC=2)=CC=1. The product is [CH3:18][O:19][C:20]([C:22]1[CH:23]=[C:24]([C:29]2[CH:30]=[CH:31][C:32]([CH3:35])=[CH:33][CH:34]=2)[CH:25]=[C:26]([C:13]2[S:14][CH:15]=[CH:16][N:17]=2)[CH:27]=1)=[O:21]. The yield is 0.800. (5) The reactants are CN([CH:4]=[O:5])C.[C:6](Cl)(=[O:10])[C:7](Cl)=O.[CH2:12]([O:14][C:15]#[CH:16])[CH3:13].C(N([CH2:22][CH3:23])CC)C.[CH2:24](Cl)Cl. The product is [CH2:15]([O:14][C:12]1[C:24]2([CH2:7][CH2:6][O:10][CH2:23][CH2:22]2)[C:4](=[O:5])[CH:13]=1)[CH3:16]. No catalyst specified. The yield is 0.590. (6) No catalyst specified. The reactants are Cl.[F:2][C:3]1[C:8]([NH:9][C:10]2[C:15]([C:16]3[N:24]=[CH:23][N:22]=[C:21]4[C:17]=3[N:18]=[CH:19][N:20]4C3CCCCO3)=[CH:14][CH:13]=[CH:12][N:11]=2)=[C:7]([F:31])[CH:6]=[CH:5][C:4]=1[NH:32][S:33]([C:36]1[O:37][CH:38]=[CH:39][CH:40]=1)(=[O:35])=[O:34]. The yield is 0.880. The product is [N:24]1[C:16]([C:15]2[C:10]([NH:9][C:8]3[C:3]([F:2])=[C:4]([NH:32][S:33]([C:36]4[O:37][CH:38]=[CH:39][CH:40]=4)(=[O:34])=[O:35])[CH:5]=[CH:6][C:7]=3[F:31])=[N:11][CH:12]=[CH:13][CH:14]=2)=[C:17]2[C:21]([NH:20][CH:19]=[N:18]2)=[N:22][CH:23]=1.